Predict the product of the given reaction. From a dataset of Forward reaction prediction with 1.9M reactions from USPTO patents (1976-2016). (1) Given the reactants O1CCOCC1.[F:7][C:8]1[CH:13]=[CH:12][C:11]([C:14]2[N:15]=[C:16]([CH:26]3[CH2:31][CH2:30][CH:29]([CH2:32][C:33]#[N:34])[CH2:28][CH2:27]3)[NH:17][C:18]=2[C:19]2[C:20](F)=[N:21][CH:22]=[CH:23][CH:24]=2)=[C:10]([N+:35]([O-])=O)[CH:9]=1.S(S([O-])=O)([O-])=O.[Na+].[Na+].[OH-].[NH4+], predict the reaction product. The product is: [F:7][C:8]1[CH:13]=[CH:12][C:11]2[C:14]3[N:15]=[C:16]([CH:26]4[CH2:31][CH2:30][CH:29]([CH2:32][C:33]#[N:34])[CH2:28][CH2:27]4)[NH:17][C:18]=3[C:19]3[CH:24]=[CH:23][CH:22]=[N:21][C:20]=3[NH:35][C:10]=2[CH:9]=1. (2) Given the reactants [Br:1][C:2]1[CH:10]=[CH:9][CH:8]=[CH:7][C:3]=1[C:4]([OH:6])=[O:5].OS(O)(=O)=O.[N+:16]([O-])([OH:18])=[O:17], predict the reaction product. The product is: [Br:1][C:2]1[CH:10]=[CH:9][C:8]([N+:16]([O-:18])=[O:17])=[CH:7][C:3]=1[C:4]([OH:6])=[O:5]. (3) Given the reactants [CH3:1][C:2]1[S:6][C:5]([NH:7][C:8]([N:10]2[CH2:14][CH2:13][CH2:12][CH2:11]2)=[O:9])=[N:4][CH:3]=1.ClC1C=C2C(N=CC=C2)=C2C=1C=CC=N2.C(=O)([O-])[O-].[Cs+].[Cs+].[CH2:36]([C:43]1[CH:48]=[CH:47][C:46](Br)=[CH:45][CH:44]=1)[C:37]1[CH:42]=[CH:41][CH:40]=[CH:39][CH:38]=1.[OH-].[NH4+].O, predict the reaction product. The product is: [CH2:36]([C:37]1[CH:42]=[CH:41][C:40]([N:4]2[CH:3]=[C:2]([CH3:1])[S:6]/[C:5]/2=[N:7]\[C:8]([N:10]2[CH2:14][CH2:13][CH2:12][CH2:11]2)=[O:9])=[CH:39][CH:38]=1)[C:43]1[CH:48]=[CH:47][CH:46]=[CH:45][CH:44]=1.